From a dataset of NCI-60 drug combinations with 297,098 pairs across 59 cell lines. Regression. Given two drug SMILES strings and cell line genomic features, predict the synergy score measuring deviation from expected non-interaction effect. (1) Drug 1: CC(C1=C(C=CC(=C1Cl)F)Cl)OC2=C(N=CC(=C2)C3=CN(N=C3)C4CCNCC4)N. Cell line: ACHN. Synergy scores: CSS=-5.67, Synergy_ZIP=-2.23, Synergy_Bliss=-5.98, Synergy_Loewe=-12.9, Synergy_HSA=-6.86. Drug 2: CC1=CC2C(CCC3(C2CCC3(C(=O)C)OC(=O)C)C)C4(C1=CC(=O)CC4)C. (2) Drug 1: COC1=CC(=CC(=C1O)OC)C2C3C(COC3=O)C(C4=CC5=C(C=C24)OCO5)OC6C(C(C7C(O6)COC(O7)C8=CC=CS8)O)O. Drug 2: CCC1=C2CN3C(=CC4=C(C3=O)COC(=O)C4(CC)O)C2=NC5=C1C=C(C=C5)O. Cell line: NCI/ADR-RES. Synergy scores: CSS=11.4, Synergy_ZIP=-6.10, Synergy_Bliss=-1.73, Synergy_Loewe=-12.1, Synergy_HSA=-1.33. (3) Drug 1: CCC1(CC2CC(C3=C(CCN(C2)C1)C4=CC=CC=C4N3)(C5=C(C=C6C(=C5)C78CCN9C7C(C=CC9)(C(C(C8N6C=O)(C(=O)OC)O)OC(=O)C)CC)OC)C(=O)OC)O.OS(=O)(=O)O. Drug 2: CCC1(CC2CC(C3=C(CCN(C2)C1)C4=CC=CC=C4N3)(C5=C(C=C6C(=C5)C78CCN9C7C(C=CC9)(C(C(C8N6C)(C(=O)OC)O)OC(=O)C)CC)OC)C(=O)OC)O.OS(=O)(=O)O. Cell line: NCI/ADR-RES. Synergy scores: CSS=-0.903, Synergy_ZIP=4.53, Synergy_Bliss=5.50, Synergy_Loewe=-0.731, Synergy_HSA=-0.138. (4) Drug 1: CNC(=O)C1=CC=CC=C1SC2=CC3=C(C=C2)C(=NN3)C=CC4=CC=CC=N4. Drug 2: CCCCC(=O)OCC(=O)C1(CC(C2=C(C1)C(=C3C(=C2O)C(=O)C4=C(C3=O)C=CC=C4OC)O)OC5CC(C(C(O5)C)O)NC(=O)C(F)(F)F)O. Cell line: HCT-15. Synergy scores: CSS=4.58, Synergy_ZIP=5.91, Synergy_Bliss=1.02, Synergy_Loewe=0.317, Synergy_HSA=-0.844. (5) Drug 1: CC1=C(C=C(C=C1)NC(=O)C2=CC=C(C=C2)CN3CCN(CC3)C)NC4=NC=CC(=N4)C5=CN=CC=C5. Drug 2: CCC1(CC2CC(C3=C(CCN(C2)C1)C4=CC=CC=C4N3)(C5=C(C=C6C(=C5)C78CCN9C7C(C=CC9)(C(C(C8N6C)(C(=O)OC)O)OC(=O)C)CC)OC)C(=O)OC)O.OS(=O)(=O)O. Cell line: A498. Synergy scores: CSS=2.37, Synergy_ZIP=2.89, Synergy_Bliss=6.62, Synergy_Loewe=1.85, Synergy_HSA=0.553. (6) Drug 1: CC(CN1CC(=O)NC(=O)C1)N2CC(=O)NC(=O)C2. Drug 2: CCCS(=O)(=O)NC1=C(C(=C(C=C1)F)C(=O)C2=CNC3=C2C=C(C=N3)C4=CC=C(C=C4)Cl)F. Cell line: SK-OV-3. Synergy scores: CSS=5.36, Synergy_ZIP=-2.47, Synergy_Bliss=0.565, Synergy_Loewe=0.322, Synergy_HSA=-0.0238. (7) Drug 1: CC1=C2C(C(=O)C3(C(CC4C(C3C(C(C2(C)C)(CC1OC(=O)C(C(C5=CC=CC=C5)NC(=O)OC(C)(C)C)O)O)OC(=O)C6=CC=CC=C6)(CO4)OC(=O)C)OC)C)OC. Drug 2: COC1=NC(=NC2=C1N=CN2C3C(C(C(O3)CO)O)O)N. Cell line: SF-295. Synergy scores: CSS=47.0, Synergy_ZIP=8.22, Synergy_Bliss=8.07, Synergy_Loewe=-34.1, Synergy_HSA=8.27.